This data is from NCI-60 drug combinations with 297,098 pairs across 59 cell lines. The task is: Regression. Given two drug SMILES strings and cell line genomic features, predict the synergy score measuring deviation from expected non-interaction effect. (1) Drug 1: C1CCC(C1)C(CC#N)N2C=C(C=N2)C3=C4C=CNC4=NC=N3. Drug 2: CCN(CC)CCNC(=O)C1=C(NC(=C1C)C=C2C3=C(C=CC(=C3)F)NC2=O)C. Cell line: HCT-15. Synergy scores: CSS=-1.47, Synergy_ZIP=-0.131, Synergy_Bliss=-2.27, Synergy_Loewe=-4.76, Synergy_HSA=-3.84. (2) Drug 1: C1=CN(C(=O)N=C1N)C2C(C(C(O2)CO)O)O.Cl. Drug 2: B(C(CC(C)C)NC(=O)C(CC1=CC=CC=C1)NC(=O)C2=NC=CN=C2)(O)O. Cell line: BT-549. Synergy scores: CSS=36.3, Synergy_ZIP=-3.78, Synergy_Bliss=-1.62, Synergy_Loewe=-21.5, Synergy_HSA=1.15. (3) Drug 1: CCCS(=O)(=O)NC1=C(C(=C(C=C1)F)C(=O)C2=CNC3=C2C=C(C=N3)C4=CC=C(C=C4)Cl)F. Drug 2: COCCOC1=C(C=C2C(=C1)C(=NC=N2)NC3=CC=CC(=C3)C#C)OCCOC.Cl. Cell line: RPMI-8226. Synergy scores: CSS=-2.85, Synergy_ZIP=2.88, Synergy_Bliss=7.95, Synergy_Loewe=1.40, Synergy_HSA=2.54. (4) Drug 1: C1=NC2=C(N1)C(=S)N=C(N2)N. Drug 2: C1CNP(=O)(OC1)N(CCCl)CCCl. Cell line: NCI-H460. Synergy scores: CSS=38.8, Synergy_ZIP=0.376, Synergy_Bliss=-1.35, Synergy_Loewe=-26.4, Synergy_HSA=-1.16. (5) Drug 1: CC12CCC(CC1=CCC3C2CCC4(C3CC=C4C5=CN=CC=C5)C)O. Drug 2: CS(=O)(=O)C1=CC(=C(C=C1)C(=O)NC2=CC(=C(C=C2)Cl)C3=CC=CC=N3)Cl. Cell line: HOP-62. Synergy scores: CSS=2.81, Synergy_ZIP=-1.62, Synergy_Bliss=-1.80, Synergy_Loewe=-4.46, Synergy_HSA=-3.83. (6) Drug 1: CC1CCC2CC(C(=CC=CC=CC(CC(C(=O)C(C(C(=CC(C(=O)CC(OC(=O)C3CCCCN3C(=O)C(=O)C1(O2)O)C(C)CC4CCC(C(C4)OC)O)C)C)O)OC)C)C)C)OC. Drug 2: CC1C(C(CC(O1)OC2CC(CC3=C2C(=C4C(=C3O)C(=O)C5=CC=CC=C5C4=O)O)(C(=O)C)O)N)O. Cell line: UO-31. Synergy scores: CSS=65.7, Synergy_ZIP=21.2, Synergy_Bliss=19.4, Synergy_Loewe=21.5, Synergy_HSA=21.2. (7) Drug 1: CN(CCCl)CCCl.Cl. Drug 2: C1CNP(=O)(OC1)N(CCCl)CCCl. Cell line: OVCAR-4. Synergy scores: CSS=4.59, Synergy_ZIP=-2.34, Synergy_Bliss=-3.48, Synergy_Loewe=-4.47, Synergy_HSA=-2.35. (8) Drug 1: C(CC(=O)O)C(=O)CN.Cl. Drug 2: CC12CCC3C(C1CCC2OP(=O)(O)O)CCC4=C3C=CC(=C4)OC(=O)N(CCCl)CCCl.[Na+]. Cell line: DU-145. Synergy scores: CSS=11.0, Synergy_ZIP=-4.91, Synergy_Bliss=-3.17, Synergy_Loewe=-6.00, Synergy_HSA=-5.24. (9) Drug 1: CCC1(CC2CC(C3=C(CCN(C2)C1)C4=CC=CC=C4N3)(C5=C(C=C6C(=C5)C78CCN9C7C(C=CC9)(C(C(C8N6C=O)(C(=O)OC)O)OC(=O)C)CC)OC)C(=O)OC)O.OS(=O)(=O)O. Drug 2: CN1C2=C(C=C(C=C2)N(CCCl)CCCl)N=C1CCCC(=O)O.Cl. Cell line: IGROV1. Synergy scores: CSS=-2.07, Synergy_ZIP=1.58, Synergy_Bliss=1.43, Synergy_Loewe=-3.14, Synergy_HSA=-3.11.